This data is from Full USPTO retrosynthesis dataset with 1.9M reactions from patents (1976-2016). The task is: Predict the reactants needed to synthesize the given product. (1) The reactants are: [CH3:1][C:2]1[CH:3]=[CH:4][C:5]([NH:8][C:9]([C:11]2[C:12]([C:17]([OH:19])=O)=[N:13][CH:14]=[CH:15][N:16]=2)=[O:10])=[N:6][CH:7]=1.[Si:20]([O:27][CH2:28][CH2:29][NH:30][C:31]1[CH:36]=[CH:35][C:34]([NH2:37])=[CH:33][CH:32]=1)([C:23]([CH3:26])([CH3:25])[CH3:24])([CH3:22])[CH3:21]. Given the product [Si:20]([O:27][CH2:28][CH2:29][NH:30][C:31]1[CH:32]=[CH:33][C:34]([NH:37][C:17]([C:12]2[C:11]([C:9]([NH:8][C:5]3[CH:4]=[CH:3][C:2]([CH3:1])=[CH:7][N:6]=3)=[O:10])=[N:16][CH:15]=[CH:14][N:13]=2)=[O:19])=[CH:35][CH:36]=1)([C:23]([CH3:26])([CH3:25])[CH3:24])([CH3:22])[CH3:21], predict the reactants needed to synthesize it. (2) Given the product [Br:1][C:2]1[CH:3]=[N:4][CH:5]=[C:6]([N+:9]([O-:11])=[O:10])[C:7]=1[CH2:13][CH2:12][NH2:14], predict the reactants needed to synthesize it. The reactants are: [Br:1][C:2]1[CH:3]=[N:4][CH:5]=[C:6]([N+:9]([O-:11])=[O:10])[C:7]=1Cl.[CH2:12]([NH2:14])[CH3:13].O. (3) Given the product [N:17]1[C:12]2[CH:11]=[N:10][CH:9]=[N:20][C:13]=2[CH:14]=[N:15][CH:16]=1, predict the reactants needed to synthesize it. The reactants are: NC1C=CC=CC=1.Cl[C:9]1[N:10]=[C:11](Cl)[C:12]2[N:17]=[C:16](Cl)[N:15]=[C:14](Cl)[C:13]=2[N:20]=1. (4) Given the product [Br:1][C:2]1[C:3](=[O:21])[N:4]([C:10]2[CH:11]=[C:12]([CH:17]=[CH:18][C:19]=2[CH3:20])[C:13]([OH:15])=[O:14])[C:5]([CH3:9])=[CH:6][C:7]=1[OH:8], predict the reactants needed to synthesize it. The reactants are: [Br:1][C:2]1[C:3](=[O:21])[N:4]([C:10]2[CH:11]=[C:12]([CH:17]=[CH:18][C:19]=2[CH3:20])[C:13]([O:15]C)=[O:14])[C:5]([CH3:9])=[CH:6][C:7]=1[OH:8].P([O-])([O-])([O-])=O.[K+].[K+].[K+].[OH-].[Na+].Cl. (5) Given the product [C:23]([O:22][C:20]([NH:1][C@@H:2]([C@@H:7]([O:18][CH3:19])[C:8]1[CH:13]=[CH:12][C:11]([C:14]([F:16])([F:17])[F:15])=[CH:10][CH:9]=1)[C:3]([O:5][CH3:6])=[O:4])=[O:21])([CH3:26])([CH3:25])[CH3:24], predict the reactants needed to synthesize it. The reactants are: [NH2:1][C@@H:2]([C@@H:7]([O:18][CH3:19])[C:8]1[CH:13]=[CH:12][C:11]([C:14]([F:17])([F:16])[F:15])=[CH:10][CH:9]=1)[C:3]([O:5][CH3:6])=[O:4].[C:20](O[C:20]([O:22][C:23]([CH3:26])([CH3:25])[CH3:24])=[O:21])([O:22][C:23]([CH3:26])([CH3:25])[CH3:24])=[O:21].C(=O)(O)[O-].[Na+]. (6) Given the product [CH2:1]([O:8][C:9]1[CH:14]=[CH:13][C:12]([C:15]2[CH:19]=[C:18]([CH2:20][O:21][C:22](=[O:23])[NH:24][CH3:25])[O:17][N:16]=2)=[CH:11][CH:10]=1)[C:2]1[CH:7]=[CH:6][CH:5]=[CH:4][CH:3]=1, predict the reactants needed to synthesize it. The reactants are: [CH2:1]([O:8][C:9]1[CH:14]=[CH:13][C:12]([C:15]2[CH:19]=[C:18]([CH2:20][OH:21])[O:17][N:16]=2)=[CH:11][CH:10]=1)[C:2]1[CH:7]=[CH:6][CH:5]=[CH:4][CH:3]=1.[C:22](N1C=CN=C1)([N:24]1C=CN=[CH:25]1)=[O:23].CN. (7) Given the product [C:28]([C:27]1[CH:13]([C:5]2[CH:6]=[CH:7][CH:8]=[C:9]3[C:4]=2[O:3][C:2]([CH3:1])=[CH:11][C:10]3=[O:12])[C:14]([C:15]([O:17][CH2:18][CH:19]2[CH2:21][CH2:20]2)=[O:16])=[C:22]([CH3:23])[NH:25][C:26]=1[CH3:31])(=[O:30])[CH3:29], predict the reactants needed to synthesize it. The reactants are: [CH3:1][C:2]1[O:3][C:4]2[C:9]([C:10](=[O:12])[CH:11]=1)=[CH:8][CH:7]=[CH:6][C:5]=2[CH:13]=[C:14]([C:22](=O)[CH3:23])[C:15]([O:17][CH2:18][CH:19]1[CH2:21][CH2:20]1)=[O:16].[NH2:25][C:26]([CH3:31])=[CH:27][C:28](=[O:30])[CH3:29].